From a dataset of NCI-60 drug combinations with 297,098 pairs across 59 cell lines. Regression. Given two drug SMILES strings and cell line genomic features, predict the synergy score measuring deviation from expected non-interaction effect. Drug 1: COC1=CC(=CC(=C1O)OC)C2C3C(COC3=O)C(C4=CC5=C(C=C24)OCO5)OC6C(C(C7C(O6)COC(O7)C8=CC=CS8)O)O. Drug 2: C1CN(P(=O)(OC1)NCCCl)CCCl. Cell line: ACHN. Synergy scores: CSS=54.4, Synergy_ZIP=-3.61, Synergy_Bliss=-4.10, Synergy_Loewe=-63.8, Synergy_HSA=-3.38.